From a dataset of NCI-60 drug combinations with 297,098 pairs across 59 cell lines. Regression. Given two drug SMILES strings and cell line genomic features, predict the synergy score measuring deviation from expected non-interaction effect. (1) Drug 1: CC1(CCCN1)C2=NC3=C(C=CC=C3N2)C(=O)N. Drug 2: CC(C)(C#N)C1=CC=C(C=C1)N2C3=C4C=C(C=CC4=NC=C3N(C2=O)C)C5=CC6=CC=CC=C6N=C5. Cell line: HCT116. Synergy scores: CSS=39.6, Synergy_ZIP=1.75, Synergy_Bliss=0.726, Synergy_Loewe=-69.0, Synergy_HSA=1.90. (2) Drug 1: CC(CN1CC(=O)NC(=O)C1)N2CC(=O)NC(=O)C2. Drug 2: C1CCC(C(C1)N)N.C(=O)(C(=O)[O-])[O-].[Pt+4]. Cell line: A549. Synergy scores: CSS=41.2, Synergy_ZIP=-0.642, Synergy_Bliss=0.775, Synergy_Loewe=4.69, Synergy_HSA=5.16.